Dataset: Forward reaction prediction with 1.9M reactions from USPTO patents (1976-2016). Task: Predict the product of the given reaction. (1) Given the reactants [N:1]1[CH:6]=[CH:5][N:4]=[CH:3][C:2]=1[N:7]1[C:14]2[C@@H:13]3[CH2:15][C@@H:12]3[CH2:11][C:10]=2[C:9]([C:16]([OH:18])=O)=[N:8]1.CN(C(ON1N=NC2C=CC=NC1=2)=[N+](C)C)C.F[P-](F)(F)(F)(F)F.C(N(CC)CC)C.[Cl-].[C:51]([NH:55][NH3+:56])([CH3:54])([CH3:53])[CH3:52], predict the reaction product. The product is: [C:51]([NH:55][NH:56][C:16]([C:9]1[C:10]2[CH2:11][C@H:12]3[CH2:15][C@H:13]3[C:14]=2[N:7]([C:2]2[CH:3]=[N:4][CH:5]=[CH:6][N:1]=2)[N:8]=1)=[O:18])([CH3:54])([CH3:53])[CH3:52]. (2) Given the reactants [CH3:1][O:2][C:3]1[CH:4]=[C:5]([C:11]2[N:12]=[C:13]([NH:23][CH2:24][CH3:25])[S:14][C:15]=2[C:16]2[CH:21]=[CH:20][N:19]=[C:18](Cl)[N:17]=2)[CH:6]=[C:7]([O:9][CH3:10])[CH:8]=1.[F:26][C:27]1[CH:28]=[C:29]([NH2:39])[CH:30]=[CH:31][C:32]=1[N:33]1[CH2:38][CH2:37][O:36][CH2:35][CH2:34]1, predict the reaction product. The product is: [F:26][C:27]1[CH:28]=[C:29]([NH2:39])[CH:30]=[CH:31][C:32]=1[N:33]1[CH2:34][CH2:35][O:36][CH2:37][CH2:38]1.[CH3:1][O:2][C:3]1[CH:4]=[C:5]([C:11]2[N:12]=[C:13]([NH:23][CH2:24][CH3:25])[S:14][C:15]=2[C:16]2[CH:21]=[CH:20][N:19]=[C:18]([NH:39][C:29]3[CH:30]=[CH:31][C:32]([N:33]4[CH2:34][CH2:35][O:36][CH2:37][CH2:38]4)=[C:27]([F:26])[CH:28]=3)[N:17]=2)[CH:6]=[C:7]([O:9][CH3:10])[CH:8]=1. (3) Given the reactants [CH3:1][O:2][C:3](=[O:11])[C:4]1[CH:9]=[CH:8][CH:7]=[N:6][C:5]=1F.[F:12][C:13]1[CH:19]=[CH:18][C:16]([NH2:17])=[CH:15][CH:14]=1, predict the reaction product. The product is: [F:12][C:13]1[CH:19]=[CH:18][C:16]([NH:17][C:5]2[N:6]=[CH:7][CH:8]=[CH:9][C:4]=2[C:3]([O:2][CH3:1])=[O:11])=[CH:15][CH:14]=1. (4) Given the reactants [CH3:1][C:2]1[O:6][N:5]=[C:4]([C:7]2[CH:12]=[CH:11][N:10]=[CH:9][CH:8]=2)[C:3]=1[CH2:13][O:14][C:15]1[CH:23]=[CH:22][C:18]([C:19]([OH:21])=O)=[CH:17][N:16]=1.[NH:24]1[CH2:29][CH2:28][S:27][CH2:26][CH2:25]1, predict the reaction product. The product is: [CH3:1][C:2]1[O:6][N:5]=[C:4]([C:7]2[CH:8]=[CH:9][N:10]=[CH:11][CH:12]=2)[C:3]=1[CH2:13][O:14][C:15]1[N:16]=[CH:17][C:18]([C:19]([N:24]2[CH2:29][CH2:28][S:27][CH2:26][CH2:25]2)=[O:21])=[CH:22][CH:23]=1. (5) Given the reactants [NH2:1][C@H:2]1[CH2:6][C:5]([F:8])([F:7])[CH2:4][C@@H:3]1[NH:9][C:10](=[O:22])[C:11]1[CH:16]=[CH:15][CH:14]=[CH:13][C:12]=1[N:17]1[N:21]=[CH:20][CH:19]=[N:18]1.Br[C:24]1[CH:29]=[CH:28][C:27]([O:30][CH:31]([F:33])[F:32])=[CH:26][N:25]=1.C1C=CC(P(C2C(C3C(P(C4C=CC=CC=4)C4C=CC=CC=4)=CC=C4C=3C=CC=C4)=C3C(C=CC=C3)=CC=2)C2C=CC=CC=2)=CC=1.CC(C)([O-])C.[Na+], predict the reaction product. The product is: [F:32][CH:31]([F:33])[O:30][C:27]1[CH:28]=[CH:29][C:24]([NH:1][C@H:2]2[CH2:6][C:5]([F:8])([F:7])[CH2:4][C@@H:3]2[NH:9][C:10](=[O:22])[C:11]2[CH:16]=[CH:15][CH:14]=[CH:13][C:12]=2[N:17]2[N:18]=[CH:19][CH:20]=[N:21]2)=[N:25][CH:26]=1. (6) Given the reactants [CH2:1]([O:8][C:9]1[CH:14]=[CH:13][C:12]([CH2:15][CH2:16][CH2:17][CH2:18][OH:19])=[CH:11][CH:10]=1)[C:2]1[CH:7]=[CH:6][CH:5]=[CH:4][CH:3]=1.[CH3:20][S:21](Cl)(=[O:23])=[O:22], predict the reaction product. The product is: [CH3:20][S:21]([O:19][CH2:18][CH2:17][CH2:16][CH2:15][C:12]1[CH:11]=[CH:10][C:9]([O:8][CH2:1][C:2]2[CH:3]=[CH:4][CH:5]=[CH:6][CH:7]=2)=[CH:14][CH:13]=1)(=[O:23])=[O:22]. (7) Given the reactants [CH2:1]1[C:9]2[C:4](=[CH:5][CH:6]=[CH:7][CH:8]=2)[CH2:3][CH:2]1[C:10]([NH:12][NH2:13])=[O:11].[OH-].[K+].[C:16](=S)=[S:17].Cl, predict the reaction product. The product is: [CH2:1]1[C:9]2[C:4](=[CH:5][CH:6]=[CH:7][CH:8]=2)[CH2:3][CH:2]1[C:10]1[O:11][C:16]([SH:17])=[N:13][N:12]=1.